From a dataset of Reaction yield outcomes from USPTO patents with 853,638 reactions. Predict the reaction yield, written as a fraction of the theoretical maximum amount of product (1.0 means a 100% yield; for example, 0.34 means a 34% yield). (1) The product is [NH2:1][C:4]1[CH:5]=[C:6]2[C:10](=[CH:11][CH:12]=1)[NH:9][C:8](=[O:13])[CH2:7]2. The catalyst is CC(N(C)C)=O.[Pd]. The yield is 0.500. The reactants are [N+:1]([C:4]1[CH:5]=[C:6]2[C:10](=[CH:11][CH:12]=1)[NH:9][C:8](=[O:13])[CH2:7]2)([O-])=O. (2) The reactants are O1[C:5]2([CH2:10][CH2:9][CH:8]([N:11]3[C:16](=[O:17])[C:15]([CH2:18][C:19]4[CH:24]=[CH:23][C:22]([C:25]5[C:26]([C:31]#[N:32])=[CH:27][CH:28]=[CH:29][CH:30]=5)=[C:21]([CH3:33])[CH:20]=4)=[C:14]([CH2:34][CH2:35][CH3:36])[N:13]4[N:37]=[CH:38][CH:39]=[C:12]34)[CH2:7][CH2:6]2)[O:4]CC1.Cl.[OH-].[Na+]. The catalyst is O1CCCC1.C(OCC)(=O)C. The product is [OH:4][C@H:5]1[CH2:6][CH2:7][C@H:8]([N:11]2[C:16](=[O:17])[C:15]([CH2:18][C:19]3[CH:24]=[CH:23][C:22]([C:25]4[C:26]([C:31]#[N:32])=[CH:27][CH:28]=[CH:29][CH:30]=4)=[C:21]([CH3:33])[CH:20]=3)=[C:14]([CH2:34][CH2:35][CH3:36])[N:13]3[N:37]=[CH:38][CH:39]=[C:12]23)[CH2:9][CH2:10]1. The yield is 0.940. (3) The product is [Cl:22][C:23]1[CH:28]=[CH:27][C:26]([OH:29])=[C:25]([NH:41][C:42]([C:44]2[CH:45]=[N:46][N:47]3[CH:52]=[CH:51][CH:50]=[N:49][C:48]=23)=[O:43])[CH:24]=1. The reactants are N1N2C=CC=NC2=C(C(O)=O)C=1.NC1C=C(Cl)C=CC=1O.[Cl:22][C:23]1[CH:28]=[CH:27][C:26]([O:29]C(C2C=NN3C=CC=NC=23)=O)=[C:25]([NH:41][C:42]([C:44]2[CH:45]=[N:46][N:47]3[CH:52]=[CH:51][CH:50]=[N:49][C:48]=23)=[O:43])[CH:24]=1. The yield is 0.670. The catalyst is S(Cl)(Cl)=O. (4) The reactants are CC1C=CC(S(O[CH2:12][C@H:13]2[CH2:15][O:14]2)(=O)=O)=CC=1.C(=O)([O-])[O-].[K+].[K+].[CH2:22]([NH:24][C:25]([C:27]1[CH:28]=[C:29]2[C:34](=[CH:35][C:36]=1[OH:37])[N:33]=[CH:32][CH:31]=[C:30]2[O:38][C:39]1[CH:44]=[CH:43][C:42]([NH:45][C:46]([NH:48][CH3:49])=[O:47])=[C:41]([Cl:50])[CH:40]=1)=[O:26])[CH3:23].[CH2:51]([NH:53][CH2:54][CH3:55])[CH3:52]. The catalyst is O.C(OCC)(=O)C.O1CCCC1.CN(C)C=O. The product is [CH2:22]([NH:24][C:25]([C:27]1[CH:28]=[C:29]2[C:34](=[CH:35][C:36]=1[O:37][CH2:15][C@H:13]([OH:14])[CH2:12][N:53]([CH2:54][CH3:55])[CH2:51][CH3:52])[N:33]=[CH:32][CH:31]=[C:30]2[O:38][C:39]1[CH:44]=[CH:43][C:42]([NH:45][C:46]([NH:48][CH3:49])=[O:47])=[C:41]([Cl:50])[CH:40]=1)=[O:26])[CH3:23]. The yield is 0.493. (5) The reactants are Cl[C:2]1[CH:10]=[CH:9][C:5]([C:6]([OH:8])=[O:7])=[CH:4][CH:3]=1.[C:11]1([C:17]#[CH:18])[CH:16]=[CH:15][CH:14]=[CH:13][CH:12]=1.[C:19]([O-])([O-])=O.[Cs+].[Cs+].O. The catalyst is C1(P(C2CCCCC2)C2C=CC=CC=2C2C(C(C)C)=CC(S([O-])(=O)=O)=CC=2C(C)C)CCCCC1.[Na+].C(#N)C. The product is [CH3:19][O:8][C:6](=[O:7])[C:5]1[CH:9]=[CH:10][C:2]([C:18]#[C:17][C:11]2[CH:16]=[CH:15][CH:14]=[CH:13][CH:12]=2)=[CH:3][CH:4]=1. The yield is 0.860. (6) The reactants are [CH3:1][O:2][C:3](=[O:22])[C:4]1[CH:9]=[C:8]([Br:10])[C:7](F)=[C:6]([F:12])[C:5]=1[NH:13][C:14]1[CH:19]=[CH:18][C:17]([Cl:20])=[CH:16][C:15]=1[Cl:21].[N-:23]=[N+:24]=[N-:25].[Na+]. The catalyst is CC(N(C)C)=O.CCOC(C)=O. The product is [CH3:1][O:2][C:3](=[O:22])[C:4]1[CH:9]=[C:8]([Br:10])[C:7]([N:23]=[N+:24]=[N-:25])=[C:6]([F:12])[C:5]=1[NH:13][C:14]1[CH:19]=[CH:18][C:17]([Cl:20])=[CH:16][C:15]=1[Cl:21]. The yield is 0.960.